This data is from Full USPTO retrosynthesis dataset with 1.9M reactions from patents (1976-2016). The task is: Predict the reactants needed to synthesize the given product. (1) Given the product [CH2:1]([C:4]([F:13])([CH2:10][CH:11]=[CH2:12])[C:5]([OH:7])=[O:6])[CH:2]=[CH2:3], predict the reactants needed to synthesize it. The reactants are: [CH2:1]([C:4]([F:13])([CH2:10][CH:11]=[CH2:12])[C:5]([O:7]CC)=[O:6])[CH:2]=[CH2:3].[OH-].[Na+].Cl. (2) Given the product [F:1][C:2]1[CH:3]=[CH:4][C:5]([O:13][CH3:14])=[C:6]([CH2:8][CH2:9][CH2:10][CH2:11][CH:21]=[O:22])[CH:7]=1, predict the reactants needed to synthesize it. The reactants are: [F:1][C:2]1[CH:3]=[CH:4][C:5]([O:13][CH3:14])=[C:6]([CH2:8][CH2:9][CH2:10][CH:11]=O)[CH:7]=1.OS(O)(=O)=O.C[C:21](C)=[O:22].